From a dataset of Reaction yield outcomes from USPTO patents with 853,638 reactions. Predict the reaction yield, written as a fraction of the theoretical maximum amount of product (1.0 means a 100% yield; for example, 0.34 means a 34% yield). (1) The reactants are Cl.[Cl:2][C:3]1[CH:4]=[C:5]([CH:11]([C:28]([F:31])([F:30])[F:29])/[CH:12]=[CH:13]/[C:14]2[CH:24]=[CH:23][C:17]([C:18]([O:20]CC)=[O:19])=[C:16]([N+:25]([O-:27])=[O:26])[CH:15]=2)[CH:6]=[C:7]([Cl:10])[C:8]=1[F:9]. The catalyst is O1CCOCC1. The product is [Cl:2][C:3]1[CH:4]=[C:5]([CH:11]([C:28]([F:31])([F:30])[F:29])/[CH:12]=[CH:13]/[C:14]2[CH:24]=[CH:23][C:17]([C:18]([OH:20])=[O:19])=[C:16]([N+:25]([O-:27])=[O:26])[CH:15]=2)[CH:6]=[C:7]([Cl:10])[C:8]=1[F:9]. The yield is 0.520. (2) The reactants are [CH2:1]([N:7]=[C:8]=[O:9])[CH2:2][CH2:3][CH2:4][CH2:5][CH3:6].[CH2:10]([NH2:16])[CH2:11][CH2:12][CH2:13][CH2:14][CH3:15].[C:17](Cl)(=[O:22])[CH2:18][C:19](Cl)=[O:20].C(N(C(C)C)CC)(C)C.[N:33]([CH2:36][C:37]([O:39]CC)=[O:38])=[C:34]=[O:35]. The catalyst is ClCCl. The product is [CH2:1]([N:7]1[C:19]([OH:20])=[C:18]([C:34]([NH:33][CH2:36][C:37]([OH:39])=[O:38])=[O:35])[C:17](=[O:22])[N:16]([CH2:10][CH2:11][CH2:12][CH2:13][CH2:14][CH3:15])[C:8]1=[O:9])[CH2:2][CH2:3][CH2:4][CH2:5][CH3:6]. The yield is 0.450.